This data is from Peptide-MHC class I binding affinity with 185,985 pairs from IEDB/IMGT. The task is: Regression. Given a peptide amino acid sequence and an MHC pseudo amino acid sequence, predict their binding affinity value. This is MHC class I binding data. (1) The peptide sequence is STLNFNNLH. The MHC is HLA-B53:01 with pseudo-sequence HLA-B53:01. The binding affinity (normalized) is 0. (2) The peptide sequence is SSGDATTAY. The MHC is HLA-A24:02 with pseudo-sequence HLA-A24:02. The binding affinity (normalized) is 0. (3) The peptide sequence is MHYGYNRAN. The MHC is HLA-B15:01 with pseudo-sequence HLA-B15:01. The binding affinity (normalized) is 0.0847. (4) The peptide sequence is EKPPVRPIF. The MHC is HLA-B27:05 with pseudo-sequence HLA-B27:05. The binding affinity (normalized) is 0.0847. (5) The peptide sequence is KLIDVSKCI. The MHC is HLA-B46:01 with pseudo-sequence HLA-B46:01. The binding affinity (normalized) is 0.0847. (6) The peptide sequence is LPFDRTTVM. The MHC is HLA-B35:01 with pseudo-sequence HLA-B35:01. The binding affinity (normalized) is 0.693. (7) The peptide sequence is KEKGGLDGL. The MHC is HLA-B58:01 with pseudo-sequence HLA-B58:01. The binding affinity (normalized) is 0. (8) The binding affinity (normalized) is 0. The MHC is HLA-A29:02 with pseudo-sequence HLA-A29:02. The peptide sequence is YTGDFDSVI. (9) The peptide sequence is IPLTEEAEL. The MHC is HLA-A24:02 with pseudo-sequence HLA-A24:02. The binding affinity (normalized) is 0.